Task: Predict the product of the given reaction.. Dataset: Forward reaction prediction with 1.9M reactions from USPTO patents (1976-2016) (1) Given the reactants [Br:1][C:2]1[CH:6]=[C:5](Br)[S:4][C:3]=1[C:8]#[N:9].[NH2:10][CH2:11][CH:12]1[O:16][CH2:15][CH2:14][O:13]1.C([O-])(O)=O.[Na+].CN1C(=O)CCC1, predict the reaction product. The product is: [Br:1][C:2]1[CH:6]=[C:5]([NH:10][CH2:11][CH:12]2[O:16][CH2:15][CH2:14][O:13]2)[S:4][C:3]=1[C:8]#[N:9]. (2) Given the reactants [F:1][C:2]1[N:7]=[CH:6][C:5]([C:8]2[C:17]3[CH2:16][CH2:15][N:14]4[C:18](=[O:24])[CH2:19][NH:20][C:21](=O)[CH:22]=[C:13]4[C:12]=3[N:11]=[CH:10][CH:9]=2)=[CH:4][CH:3]=1.ClCCCl.[CH:29]([C:32]1[N:33]=[CH:34][NH:35][CH:36]=1)([CH3:31])[CH3:30].C([O-])(O)=O.[Na+], predict the reaction product. The product is: [F:1][C:2]1[N:7]=[CH:6][C:5]([C:8]2[C:17]3[CH2:16][CH2:15][N:14]4[C:18](=[O:24])[CH2:19][N:20]=[C:21]([N:35]5[CH:36]=[C:32]([CH:29]([CH3:31])[CH3:30])[N:33]=[CH:34]5)[CH:22]=[C:13]4[C:12]=3[N:11]=[CH:10][CH:9]=2)=[CH:4][CH:3]=1.